From a dataset of Forward reaction prediction with 1.9M reactions from USPTO patents (1976-2016). Predict the product of the given reaction. (1) Given the reactants [N:1]1([C:7]2[CH:8]=[CH:9][C:10]3[N:11]([C:13]([C:16]([F:19])([F:18])[F:17])=[N:14][N:15]=3)[N:12]=2)[CH2:6][CH2:5]N[CH2:3][CH2:2]1.[NH:20]1[C:24]2=[CH:25][N:26]=[CH:27][CH:28]=[C:23]2[C:22]([CH:29]=O)=[CH:21]1, predict the reaction product. The product is: [NH:20]1[C:24]2=[CH:25][N:26]=[CH:27][CH:28]=[C:23]2[C:22]([CH:29]2[CH2:3][CH2:2][N:1]([C:7]3[CH:8]=[CH:9][C:10]4[N:11]([C:13]([C:16]([F:17])([F:18])[F:19])=[N:14][N:15]=4)[N:12]=3)[CH2:6][CH2:5]2)=[CH:21]1. (2) Given the reactants [C:1]([CH2:4][CH2:5][C:6]([NH:8][CH:9]([B:22]1[O:30][CH:29]2[C:24]([CH3:34])([CH:25]3[CH2:31][CH:27]([CH2:28]2)[C:26]3([CH3:33])[CH3:32])[O:23]1)[CH2:10][C:11]1[C:12]([O:20][CH3:21])=[C:13]([CH:17]=[CH:18][CH:19]=1)[C:14]([OH:16])=[O:15])=[O:7])(=[O:3])[NH2:2].[C:35]([O:41][CH2:42]Cl)(=[O:40])[C:36]([CH3:39])([CH3:38])[CH3:37], predict the reaction product. The product is: [CH3:37][C:36]([CH3:39])([CH3:38])[C:35]([O:41][CH2:42][O:15][C:14](=[O:16])[C:13]1[CH:17]=[CH:18][CH:19]=[C:11]([CH2:10][CH:9]([NH:8][C:6](=[O:7])[CH2:5][CH2:4][C:1](=[O:3])[NH2:2])[B:22]2[O:30][CH:29]3[C:24]([CH3:34])([CH:25]4[CH2:31][CH:27]([CH2:28]3)[C:26]4([CH3:33])[CH3:32])[O:23]2)[C:12]=1[O:20][CH3:21])=[O:40].